This data is from Catalyst prediction with 721,799 reactions and 888 catalyst types from USPTO. The task is: Predict which catalyst facilitates the given reaction. (1) Reactant: [Br:1][C:2]1[C:3]([C:9]#[N:10])=[N:4][CH:5]=[C:6](F)[CH:7]=1.Cl.Cl.[F:13][C:14]1([F:22])[CH2:19][CH2:18][CH2:17][C@@H:16]([NH2:20])[C@H:15]1[NH2:21].CCN(C(C)C)C(C)C.O. Product: [NH2:21][C@H:15]1[C:14]([F:22])([F:13])[CH2:19][CH2:18][CH2:17][C@H:16]1[NH:20][C:6]1[CH:7]=[C:2]([Br:1])[C:3]([C:9]#[N:10])=[N:4][CH:5]=1. The catalyst class is: 197. (2) Reactant: [Br:1][C:2]1[CH:3]=[C:4](Br)[C:5]2[N:6]([CH:12]=[CH:13][N:14]=2)[C:7]=1[C:8]([O:10][CH3:11])=[O:9].[O:16]1[CH2:21][CH2:20][N:19]([C:22]2[CH:23]=[CH:24][C:25]([NH2:28])=[N:26][CH:27]=2)[CH2:18][CH2:17]1.CC1(C)C2C(=C(P(C3C=CC=CC=3)C3C=CC=CC=3)C=CC=2)OC2C(P(C3C=CC=CC=3)C3C=CC=CC=3)=CC=CC1=2.C([O-])([O-])=O.[Cs+].[Cs+]. Product: [Br:1][C:2]1[CH:3]=[C:4]([NH:28][C:25]2[CH:24]=[CH:23][C:22]([N:19]3[CH2:18][CH2:17][O:16][CH2:21][CH2:20]3)=[CH:27][N:26]=2)[C:5]2[N:6]([CH:12]=[CH:13][N:14]=2)[C:7]=1[C:8]([O:10][CH3:11])=[O:9]. The catalyst class is: 102. (3) Reactant: [F:1][C:2]1[CH:7]=[CH:6][C:5]([C@@H:8]2[CH2:13][CH2:12][N:11]([C:14]([O:16][C:17]([CH3:20])([CH3:19])[CH3:18])=[O:15])[CH2:10][C@H:9]2[CH:21]=[O:22])=[CH:4][CH:3]=1.O.[O-:24][Mn](=O)(=O)=O.[K+]. Product: [C:17]([O:16][C:14]([N:11]1[CH2:12][CH2:13][C@@H:8]([C:5]2[CH:4]=[CH:3][C:2]([F:1])=[CH:7][CH:6]=2)[C@H:9]([C:21]([OH:24])=[O:22])[CH2:10]1)=[O:15])([CH3:18])([CH3:19])[CH3:20]. The catalyst class is: 107. (4) Reactant: [F:1][C:2]([F:18])([F:17])[C:3]([NH:7][CH2:8][C:9]1[CH:14]=[CH:13][C:12]([O:15][CH3:16])=[CH:11][CH:10]=1)([CH3:6])[C:4]#[N:5].[H-].[H-].[H-].[H-].[Li+].[Al+3].O. Product: [F:1][C:2]([F:17])([F:18])[C:3]([CH3:6])([NH:7][CH2:8][C:9]1[CH:14]=[CH:13][C:12]([O:15][CH3:16])=[CH:11][CH:10]=1)[CH2:4][NH2:5]. The catalyst class is: 1. (5) Reactant: [C:1]([O:5][C:6](=[O:20])[C:7]([S:10][C:11]1[S:12][CH:13]=[C:14]([CH2:16][CH2:17][CH2:18][NH2:19])[N:15]=1)([CH3:9])[CH3:8])([CH3:4])([CH3:3])[CH3:2].C(N(CC)CC)C.[C:28](Cl)(=O)[CH2:29][CH2:30][CH2:31][CH2:32][CH2:33][CH3:34].O. Product: [C:1]([O:5][C:6](=[O:20])[C:7]([S:10][C:11]1[S:12][CH:13]=[C:14]([CH2:16][CH2:17][CH2:18][NH:19][CH2:28][CH2:29][CH2:30][CH2:31][CH2:32][CH2:33][CH3:34])[N:15]=1)([CH3:9])[CH3:8])([CH3:2])([CH3:4])[CH3:3]. The catalyst class is: 4.